From a dataset of Full USPTO retrosynthesis dataset with 1.9M reactions from patents (1976-2016). Predict the reactants needed to synthesize the given product. Given the product [C:46]([O:50][C:51]([N:53]1[CH2:58][CH2:57][N:56]([C:3]([C:5]2[S:14][C:8]3=[CH:9][N:10]=[CH:11][C:12]([NH:21][C:20]4[CH:19]=[CH:18][C:36]([C:31]5[CH:32]=[CH:44][CH:43]=[CH:45][CH:59]=5)=[CH:35][CH:34]=4)=[C:7]3[CH:6]=2)=[O:4])[CH2:55][CH2:54]1)=[O:52])([CH3:49])([CH3:47])[CH3:48], predict the reactants needed to synthesize it. The reactants are: CO[C:3]([C:5]1[S:14][C:8]2=[CH:9][N:10]=[CH:11][C:12](Br)=[C:7]2[CH:6]=1)=[O:4].Cl.CN(C)[CH2:18][CH2:19][CH2:20][N:21]=C=NCC.ON1[C:32]2N=[CH:34][CH:35]=[CH:36][C:31]=2N=N1.C(N([CH:43]([CH3:45])[CH3:44])CC)(C)C.[C:46]([O:50][C:51]([N:53]1[CH2:58][CH2:57][NH:56][CH2:55][CH2:54]1)=[O:52])([CH3:49])([CH3:48])[CH3:47].[CH3:59]N(C=O)C.